The task is: Predict the product of the given reaction.. This data is from Forward reaction prediction with 1.9M reactions from USPTO patents (1976-2016). Given the reactants [CH2:1]([O:3][C:4]([C:6]1[NH:7][C:8]2[C:13]([CH:14]=1)=[CH:12][C:11](Br)=[CH:10][CH:9]=2)=[O:5])[CH3:2].[F:16][C:17]([F:28])([F:27])[C:18]1[CH:23]=[CH:22][C:21](B(O)O)=[CH:20][CH:19]=1.[O-]P([O-])([O-])=O.[K+].[K+].[K+].C1(C)C=CC=CC=1P(C1C=CC=CC=1C)C1C=CC=CC=1C.C([O-])(O)=O.[Na+], predict the reaction product. The product is: [CH2:1]([O:3][C:4]([C:6]1[NH:7][C:8]2[C:13]([CH:14]=1)=[CH:12][C:11]([C:21]1[CH:22]=[CH:23][C:18]([C:17]([F:28])([F:27])[F:16])=[CH:19][CH:20]=1)=[CH:10][CH:9]=2)=[O:5])[CH3:2].